From a dataset of Forward reaction prediction with 1.9M reactions from USPTO patents (1976-2016). Predict the product of the given reaction. (1) Given the reactants C1(=O)CCCC(=O)C1.C[C:10]1(C)[CH2:19][C:18]2[NH:17][C:16](=[S:20])[C:15]([C:21]#[N:22])=[CH:14][C:13]=2[C:12](=[O:23])[CH2:11]1, predict the reaction product. The product is: [O:23]=[C:12]1[CH2:11][CH2:10][CH2:19][C:18]2[NH:17][C:16](=[S:20])[C:15]([C:21]#[N:22])=[CH:14][C:13]1=2. (2) Given the reactants [Br:1][C:2]1[CH:7]=[C:6]([F:8])[C:5]([O:9][CH2:10][C:11]2[CH:16]=[CH:15][CH:14]=[CH:13][CH:12]=2)=[CH:4][C:3]=1[N+:17]([O-])=O.[CH:20]([Mg]Br)=[CH2:21], predict the reaction product. The product is: [Br:1][C:2]1[CH:7]=[C:6]([F:8])[C:5]([O:9][CH2:10][C:11]2[CH:16]=[CH:15][CH:14]=[CH:13][CH:12]=2)=[C:4]2[C:3]=1[NH:17][CH:21]=[CH:20]2.